This data is from Full USPTO retrosynthesis dataset with 1.9M reactions from patents (1976-2016). The task is: Predict the reactants needed to synthesize the given product. Given the product [F:8][C:6]1[CH:5]=[CH:4][C:3]([C:9]2[N:14]=[CH:13][N:12]=[C:11]([NH:15][C:16]3[CH:31]=[CH:30][CH:29]=[C:18]([CH2:19][S:20]([CH3:22])(=[NH:23])=[O:21])[CH:17]=3)[N:10]=2)=[C:2]([O:40][CH2:39][C:35]2[CH:36]=[CH:37][CH:38]=[C:33]([F:32])[CH:34]=2)[CH:7]=1, predict the reactants needed to synthesize it. The reactants are: F[C:2]1[CH:7]=[C:6]([F:8])[CH:5]=[CH:4][C:3]=1[C:9]1[N:14]=[CH:13][N:12]=[C:11]([NH:15][C:16]2[CH:17]=[C:18]([CH:29]=[CH:30][CH:31]=2)[CH2:19][S:20](=[N:23]C(=O)OCC)([CH3:22])=[O:21])[N:10]=1.[F:32][C:33]1[CH:34]=[C:35]([CH2:39][OH:40])[CH:36]=[CH:37][CH:38]=1.